Dataset: Tyrosyl-DNA phosphodiesterase HTS with 341,365 compounds. Task: Binary Classification. Given a drug SMILES string, predict its activity (active/inactive) in a high-throughput screening assay against a specified biological target. (1) The drug is O1C(C(=O)C(/c2c1ccc1c2oc(=O)cc1)=C\Nc1ncccc1)(C)C. The result is 0 (inactive). (2) The molecule is O(CC(=O)N1CCc2c1cccc2)c1ccc(cc1)C. The result is 0 (inactive). (3) The molecule is Brc1ccc(C(=O)Cn2c3sc4c(CCC4)c3c(=O)n(c2=O)c2ccccc2)cc1. The result is 0 (inactive). (4) The compound is Clc1ccc(C(=O)/C=c2/[nH]c3cc(S(=O)(=O)CC)ccc3oc2=O)cc1. The result is 0 (inactive). (5) The drug is S(=O)(=O)(N(C)C)c1ccc(cc1)C(=O)NCc1sccc1. The result is 0 (inactive). (6) The drug is O=c1n(C2CCCCC2)c(=O)[nH]c2nc3c(nc12)ccc(N)c3. The result is 0 (inactive).